This data is from Forward reaction prediction with 1.9M reactions from USPTO patents (1976-2016). The task is: Predict the product of the given reaction. (1) Given the reactants [C:1]([O:5][C:6](=[O:33])[NH:7][CH:8]1[CH2:13][CH2:12][CH:11]([NH:14][C:15]2[C:16]3[N:17]([C:21]([C:24]4[CH:29]=[CH:28][N:27]=[C:26](S(C)=O)[N:25]=4)=[CH:22][N:23]=3)[CH:18]=[CH:19][N:20]=2)[CH2:10][CH2:9]1)([CH3:4])([CH3:3])[CH3:2].[CH2:34]([NH2:41])[C:35]1[CH:40]=[CH:39][CH:38]=[CH:37][CH:36]=1, predict the reaction product. The product is: [C:1]([O:5][C:6](=[O:33])[NH:7][CH:8]1[CH2:13][CH2:12][CH:11]([NH:14][C:15]2[C:16]3[N:17]([C:21]([C:24]4[CH:29]=[CH:28][N:27]=[C:26]([NH:41][CH2:34][C:35]5[CH:40]=[CH:39][CH:38]=[CH:37][CH:36]=5)[N:25]=4)=[CH:22][N:23]=3)[CH:18]=[CH:19][N:20]=2)[CH2:10][CH2:9]1)([CH3:4])([CH3:3])[CH3:2]. (2) Given the reactants [CH3:1][C:2]1[S:3][CH:4]=[C:5]([C:7]2[CH:14]=[CH:13][C:10]([C:11]#[N:12])=[CH:9][CH:8]=2)[N:6]=1.[H-].[Al+3].[Li+].[H-].[H-].[H-].CCOC(C)=O.O, predict the reaction product. The product is: [CH3:1][C:2]1[S:3][CH:4]=[C:5]([C:7]2[CH:14]=[CH:13][C:10]([CH2:11][NH2:12])=[CH:9][CH:8]=2)[N:6]=1. (3) Given the reactants [NH:1]1[CH2:5][CH2:4][CH2:3][C@@H:2]1[CH2:6][OH:7].C(=O)([O-])[O-].[Na+].[Na+].Cl[C:15]1[N:20]=[C:19]([O:21][C:22]2[CH:48]=[CH:47][C:46]([F:49])=[CH:45][C:23]=2[CH2:24][NH:25][C:26]([NH:28][C:29]2[N:33]([C:34]3[CH:39]=[CH:38][C:37]([CH3:40])=[CH:36][CH:35]=3)[N:32]=[C:31]([C:41]([CH3:44])([CH3:43])[CH3:42])[CH:30]=2)=[O:27])[CH:18]=[CH:17][N:16]=1, predict the reaction product. The product is: [F:49][C:46]1[CH:47]=[CH:48][C:22]([O:21][C:19]2[CH:18]=[CH:17][N:16]=[C:15]([N:1]3[CH2:5][CH2:4][CH2:3][C@@H:2]3[CH2:6][OH:7])[N:20]=2)=[C:23]([CH:45]=1)[CH2:24][NH:25][C:26]([NH:28][C:29]1[N:33]([C:34]2[CH:35]=[CH:36][C:37]([CH3:40])=[CH:38][CH:39]=2)[N:32]=[C:31]([C:41]([CH3:44])([CH3:42])[CH3:43])[CH:30]=1)=[O:27]. (4) Given the reactants [CH3:1][C:2]1[N:7]=[CH:6][C:5]([C:8](=O)[CH2:9][C:10]2[CH:15]=[CH:14][N:13]=[CH:12][CH:11]=2)=[CH:4][CH:3]=1.[NH2:17][C:18]1[NH:19][N:20]=[C:21]([CH3:23])[CH:22]=1, predict the reaction product. The product is: [CH3:23][C:21]1[C:22]2[C:18](=[N:17][C:8]([C:5]3[CH:6]=[N:7][C:2]([CH3:1])=[CH:3][CH:4]=3)=[C:9]([C:10]3[CH:15]=[CH:14][N:13]=[CH:12][CH:11]=3)[C:8]=2[C:5]2[CH:6]=[N:7][C:2]([CH3:1])=[CH:3][CH:4]=2)[NH:19][N:20]=1. (5) Given the reactants [C:1]([C:3]1[N:7]2[N:8]=[C:9]([C:12]3[CH:17]=[CH:16][C:15]([C:18]([N:20]4[CH2:25][CH2:24][O:23][CH2:22][CH2:21]4)=[O:19])=[CH:14][CH:13]=3)[CH:10]=[CH:11][C:6]2=[N:5][CH:4]=1)#[CH:2].I[C:27]1[CH:28]=[N:29][NH:30][CH:31]=1, predict the reaction product. The product is: [NH:29]1[CH:28]=[C:27]([C:2]#[C:1][C:3]2[N:7]3[N:8]=[C:9]([C:12]4[CH:13]=[CH:14][C:15]([C:18]([N:20]5[CH2:21][CH2:22][O:23][CH2:24][CH2:25]5)=[O:19])=[CH:16][CH:17]=4)[CH:10]=[CH:11][C:6]3=[N:5][CH:4]=2)[CH:31]=[N:30]1.